This data is from Forward reaction prediction with 1.9M reactions from USPTO patents (1976-2016). The task is: Predict the product of the given reaction. (1) Given the reactants [F:1][C:2]1[CH:3]=[C:4]([CH:7]=[CH:8][CH:9]=1)[CH:5]=[O:6].[C-]#N.[Na+].[C:13]1(/[CH:19]=[CH:20]/[C:21](=[O:23])[CH3:22])[CH:18]=[CH:17][CH:16]=[CH:15][CH:14]=1.O, predict the reaction product. The product is: [F:1][C:2]1[CH:3]=[C:4]([C:5](=[O:6])[CH:19]([C:13]2[CH:18]=[CH:17][CH:16]=[CH:15][CH:14]=2)[CH2:20][C:21](=[O:23])[CH3:22])[CH:7]=[CH:8][CH:9]=1. (2) Given the reactants F[C:2]1[CH:7]=[CH:6][C:5]([N+:8]([O-:10])=[O:9])=[CH:4][CH:3]=1.[F:11][C:12]1[CH:17]=[CH:16][C:15]([OH:18])=[CH:14][C:13]=1[C:19]([F:22])([F:21])[F:20].C(=O)([O-])[O-].[K+].[K+].O, predict the reaction product. The product is: [F:11][C:12]1[CH:17]=[CH:16][C:15]([O:18][C:2]2[CH:7]=[CH:6][C:5]([N+:8]([O-:10])=[O:9])=[CH:4][CH:3]=2)=[CH:14][C:13]=1[C:19]([F:20])([F:21])[F:22]. (3) Given the reactants [C:1]([O:5][C:6]([N:8]1[CH2:13][CH2:12][CH:11]([OH:14])[CH2:10][CH2:9]1)=[O:7])([CH3:4])([CH3:3])[CH3:2].[H-].[Na+].Cl[C:18]1[C:27]2[C:22](=[CH:23][C:24](F)=[C:25]([Cl:28])[CH:26]=2)[CH:21]=[CH:20][N:19]=1.[CH2:30]([OH:37])[C:31]1[CH:36]=[CH:35][CH:34]=[CH:33][CH:32]=1, predict the reaction product. The product is: [C:1]([O:5][C:6]([N:8]1[CH2:13][CH2:12][CH:11]([O:14][C:24]2[CH:23]=[C:22]3[C:27](=[CH:26][C:25]=2[Cl:28])[C:18]([O:37][CH2:30][C:31]2[CH:36]=[CH:35][CH:34]=[CH:33][CH:32]=2)=[N:19][CH:20]=[CH:21]3)[CH2:10][CH2:9]1)=[O:7])([CH3:4])([CH3:2])[CH3:3]. (4) Given the reactants [C:1]([C:5]1[CH:13]=[C:12]([Br:14])[C:11]([CH3:15])=[C:7]([C:8]([OH:10])=O)[C:6]=1[OH:16])([CH3:4])([CH3:3])[CH3:2].[Cl:17][C:18]1[C:19]([CH:26]([C:29]2[CH:34]=[CH:33][C:32]([Cl:35])=[CH:31][CH:30]=2)[C:27]#[N:28])=[CH:20][C:21]([CH3:25])=[C:22]([CH:24]=1)[NH2:23], predict the reaction product. The product is: [Br:14][C:12]1[C:11]([CH3:15])=[C:7]([C:6]([OH:16])=[C:5]([C:1]([CH3:2])([CH3:3])[CH3:4])[CH:13]=1)[C:8]([NH:23][C:22]1[CH:24]=[C:18]([Cl:17])[C:19]([CH:26]([C:29]2[CH:34]=[CH:33][C:32]([Cl:35])=[CH:31][CH:30]=2)[C:27]#[N:28])=[CH:20][C:21]=1[CH3:25])=[O:10]. (5) Given the reactants [CH2:1]([C@H:3]1[CH2:5][CH:4]1[C@H:6](O)C)[CH3:2].CN([CH:12]=[O:13])C.[Cr](O[Cr]([O-])(=O)=O)([O-])(=O)=[O:15].[NH+]1C=CC=CC=1.[NH+]1C=CC=CC=1, predict the reaction product. The product is: [CH2:1]([C@H:3]1[CH2:5][C@@H:4]1[CH2:6][C:12]([OH:13])=[O:15])[CH3:2]. (6) Given the reactants [F:1][C@H:2]1[C@H:8]([NH:9]C(=O)OC(C)(C)C)[CH2:7][CH2:6][C@@H:5]([C:17]2[N:21]([CH3:22])[N:20]=[CH:19][C:18]=2[N+:23]([O-])=O)[O:4][CH2:3]1.[F:26][C:27]1[CH:32]=[C:31]([O:33][CH3:34])[CH:30]=[C:29]([F:35])[C:28]=1[C:36]1[N:41]=[C:40]([C:42](O)=[O:43])[CH:39]=[CH:38][C:37]=1[F:45], predict the reaction product. The product is: [NH2:9][C@H:8]1[C@H:2]([F:1])[CH2:3][O:4][C@H:5]([C:17]2[N:21]([CH3:22])[N:20]=[CH:19][C:18]=2[NH:23][C:42](=[O:43])[C:40]2[CH:39]=[CH:38][C:37]([F:45])=[C:36]([C:28]3[C:29]([F:35])=[CH:30][C:31]([O:33][CH3:34])=[CH:32][C:27]=3[F:26])[N:41]=2)[CH2:6][CH2:7]1. (7) Given the reactants C(O[C:6]([N:8]1[CH2:13][CH2:12][NH:11][CH2:10][CH2:9]1)=O)(C)(C)C.ClC[C:16](Cl)=[O:17].[C:19]([CH2:21][NH:22][CH3:23])#[N:20], predict the reaction product. The product is: [C:19]([CH2:21][N:22]([CH3:23])[C:16](=[O:17])[CH2:6][N:8]1[CH2:9][CH2:10][NH:11][CH2:12][CH2:13]1)#[N:20].